Dataset: Reaction yield outcomes from USPTO patents with 853,638 reactions. Task: Predict the reaction yield, written as a fraction of the theoretical maximum amount of product (1.0 means a 100% yield; for example, 0.34 means a 34% yield). (1) The reactants are [Cl:1][C:2]1[N:10]=[C:9]2[C:5]([N:6]=[CH:7][N:8]2[CH:11]2[CH2:16][CH2:15][CH2:14][CH2:13][O:12]2)=[C:4]([N:17]2[CH2:22][CH2:21][O:20][CH2:19][CH2:18]2)[N:3]=1.CN(C)CCN(C)C.C([Li])CCC.CCCCCC.[Br:42][CH2:43][CH2:44][CH2:45][CH2:46]Br. The catalyst is C1COCC1. The product is [Br:42][CH2:43][CH2:44][CH2:45][CH2:46][C:7]1[N:8]([CH:11]2[CH2:16][CH2:15][CH2:14][CH2:13][O:12]2)[C:9]2[C:5]([N:6]=1)=[C:4]([N:17]1[CH2:22][CH2:21][O:20][CH2:19][CH2:18]1)[N:3]=[C:2]([Cl:1])[N:10]=2. The yield is 0.150. (2) The reactants are Cl[C:2]1[CH:7]=[CH:6][C:5]([O:8][CH3:9])=[CH:4][CH:3]=1.[C:10]1(B(O)O)[CH:15]=[CH:14][CH:13]=[CH:12][CH:11]=1. The catalyst is C1(C2(C3C=CC=CC=3)CC2(P(C(C)(C)C)C(C)(C)C)C)C=CC=CC=1.C1(C)C=CC=CC=1. The product is [CH3:9][O:8][C:5]1[CH:6]=[CH:7][C:2]([C:10]2[CH:15]=[CH:14][CH:13]=[CH:12][CH:11]=2)=[CH:3][CH:4]=1. The yield is 0.900. (3) The reactants are Br[C:2]1[CH:3]=[C:4]2[C:10](I)=[CH:9][N:8](S(C3C=CC(C)=CC=3)(=O)=O)[C:5]2=[N:6][CH:7]=1.[CH2:22]([C:24]1[CH:29]=[CH:28][CH:27]=[CH:26][C:25]=1B(O)O)[CH3:23].C(=O)([O-])[O-].[Na+].[Na+].[N:39]1[CH:44]=[CH:43][CH:42]=[C:41](B2OC(C)(C)C(C)(C)O2)[CH:40]=1. The catalyst is O.CN(C=O)C.Cl[Pd-2](Cl)(P(C1C=CC=CC=1)(C1C=CC=CC=1)C1C=CC=CC=1)P(C1C=CC=CC=1)(C1C=CC=CC=1)C1C=CC=CC=1.C(#N)C. The product is [CH2:22]([C:24]1[CH:29]=[CH:28][CH:27]=[CH:26][C:25]=1[C:10]1[C:4]2[C:5](=[N:6][CH:7]=[C:2]([C:41]3[CH:40]=[N:39][CH:44]=[CH:43][CH:42]=3)[CH:3]=2)[NH:8][CH:9]=1)[CH3:23]. The yield is 0.610.